Dataset: NCI-60 drug combinations with 297,098 pairs across 59 cell lines. Task: Regression. Given two drug SMILES strings and cell line genomic features, predict the synergy score measuring deviation from expected non-interaction effect. (1) Drug 1: C1CCN(CC1)CCOC2=CC=C(C=C2)C(=O)C3=C(SC4=C3C=CC(=C4)O)C5=CC=C(C=C5)O. Drug 2: CC1=CC=C(C=C1)C2=CC(=NN2C3=CC=C(C=C3)S(=O)(=O)N)C(F)(F)F. Cell line: HCT116. Synergy scores: CSS=1.57, Synergy_ZIP=0.478, Synergy_Bliss=-0.978, Synergy_Loewe=-4.21, Synergy_HSA=-5.49. (2) Drug 1: C1=CC(=CC=C1C#N)C(C2=CC=C(C=C2)C#N)N3C=NC=N3. Drug 2: COCCOC1=C(C=C2C(=C1)C(=NC=N2)NC3=CC=CC(=C3)C#C)OCCOC.Cl. Cell line: SNB-75. Synergy scores: CSS=-1.59, Synergy_ZIP=0.910, Synergy_Bliss=0.599, Synergy_Loewe=-1.61, Synergy_HSA=-1.73. (3) Drug 2: COC1=NC(=NC2=C1N=CN2C3C(C(C(O3)CO)O)O)N. Drug 1: CC(C)(C#N)C1=CC(=CC(=C1)CN2C=NC=N2)C(C)(C)C#N. Cell line: EKVX. Synergy scores: CSS=-0.334, Synergy_ZIP=1.49, Synergy_Bliss=0.519, Synergy_Loewe=-1.49, Synergy_HSA=-3.52. (4) Cell line: A549. Drug 2: CC1CCC2CC(C(=CC=CC=CC(CC(C(=O)C(C(C(=CC(C(=O)CC(OC(=O)C3CCCCN3C(=O)C(=O)C1(O2)O)C(C)CC4CCC(C(C4)OC)O)C)C)O)OC)C)C)C)OC. Drug 1: CC(C)(C#N)C1=CC(=CC(=C1)CN2C=NC=N2)C(C)(C)C#N. Synergy scores: CSS=-3.82, Synergy_ZIP=0.774, Synergy_Bliss=-1.87, Synergy_Loewe=-6.85, Synergy_HSA=-6.65. (5) Drug 1: C1=C(C(=O)NC(=O)N1)N(CCCl)CCCl. Drug 2: C1=NC2=C(N1)C(=S)N=CN2. Cell line: M14. Synergy scores: CSS=6.85, Synergy_ZIP=-16.4, Synergy_Bliss=-29.8, Synergy_Loewe=-31.4, Synergy_HSA=-27.8. (6) Drug 1: CC(CN1CC(=O)NC(=O)C1)N2CC(=O)NC(=O)C2. Drug 2: C1=CC(=CC=C1CCCC(=O)O)N(CCCl)CCCl. Cell line: MCF7. Synergy scores: CSS=27.9, Synergy_ZIP=-12.9, Synergy_Bliss=-1.73, Synergy_Loewe=-0.477, Synergy_HSA=2.62. (7) Drug 1: CN(CC1=CN=C2C(=N1)C(=NC(=N2)N)N)C3=CC=C(C=C3)C(=O)NC(CCC(=O)O)C(=O)O. Drug 2: C1CC(C1)(C(=O)O)C(=O)O.[NH2-].[NH2-].[Pt+2]. Cell line: CAKI-1. Synergy scores: CSS=40.9, Synergy_ZIP=5.69, Synergy_Bliss=3.17, Synergy_Loewe=-16.1, Synergy_HSA=1.17.